This data is from Full USPTO retrosynthesis dataset with 1.9M reactions from patents (1976-2016). The task is: Predict the reactants needed to synthesize the given product. (1) Given the product [ClH:39].[ClH:39].[NH2:8][C:9]([C:20]1[CH:21]=[CH:22][CH:23]=[CH:24][CH:25]=1)([CH2:26][OH:27])[C:10]([O:12][CH:13]1[CH2:14][CH2:15][N:16]([CH3:19])[CH2:17][CH2:18]1)=[O:11], predict the reactants needed to synthesize it. The reactants are: C(=[N:8][CH:9]([C:20]1[CH:25]=[CH:24][CH:23]=[CH:22][CH:21]=1)[C:10]([O:12][CH:13]1[CH2:18][CH2:17][N:16]([CH3:19])[CH2:15][CH2:14]1)=[O:11])C1C=CC=CC=1.[CH2:26]=[O:27].C1CCN2C(=NCCC2)CC1.[ClH:39]. (2) Given the product [CH3:1][C@H:2]1[C@@H:6]([C:7]([O-:9])=[O:8])[CH2:5][CH2:4][N:3]1[C@H:11]([C:13]1[CH:18]=[CH:17][CH:16]=[CH:15][CH:14]=1)[CH3:12].[Li+:20], predict the reactants needed to synthesize it. The reactants are: [CH3:1][C@H:2]1[C@@H:6]([C:7]([O:9]C)=[O:8])[CH2:5][CH2:4][N:3]1[C@H:11]([C:13]1[CH:18]=[CH:17][CH:16]=[CH:15][CH:14]=1)[CH3:12].[OH-].[Li+:20].